This data is from Forward reaction prediction with 1.9M reactions from USPTO patents (1976-2016). The task is: Predict the product of the given reaction. (1) The product is: [Cl:45][C:46]1[C:47]([C:48]([N:13]2[CH2:12][CH2:11][C:10]([C:6]3[CH:7]=[CH:8][CH:9]=[C:4]([F:3])[CH:5]=3)([CH2:16][CH2:17][N:18]3[CH:23]4[CH2:24][CH2:25][CH:19]3[CH2:20][CH:21]([N:26]3[C:30]5[CH:31]=[CH:32][CH:33]=[CH:34][C:29]=5[N:28]=[C:27]3[CH3:35])[CH2:22]4)[CH2:15][CH2:14]2)=[O:49])=[C:51]([Cl:60])[CH:52]=[CH:53][C:54]=1[S:55]([NH:58][CH3:59])(=[O:57])=[O:56]. Given the reactants Cl.Cl.[F:3][C:4]1[CH:5]=[C:6]([C:10]2([CH2:16][CH2:17][N:18]3[CH:23]4[CH2:24][CH2:25][CH:19]3[CH2:20][CH:21]([N:26]3[C:30]5[CH:31]=[CH:32][CH:33]=[CH:34][C:29]=5[N:28]=[C:27]3[CH3:35])[CH2:22]4)[CH2:15][CH2:14][NH:13][CH2:12][CH2:11]2)[CH:7]=[CH:8][CH:9]=1.C(N(CC)C(C)C)(C)C.[Cl:45][C:46]1[C:54]([S:55]([NH:58][CH3:59])(=[O:57])=[O:56])=[CH:53][CH:52]=[C:51]([Cl:60])[C:47]=1[C:48](O)=[O:49].F[P-](F)(F)(F)(F)F.N1(OC(N(C)C)=[N+](C)C)C2N=CC=CC=2N=N1, predict the reaction product. (2) Given the reactants [In].[Cl-].[In+3].[Cl-].[Cl-].[Cl-].[Li+].C(N(C)C)CCC.C(O[CH2:19][CH:20]=[CH:21][CH2:22][C:23]([C:34]1[CH:39]=[CH:38][C:37]([CH3:40])=[CH:36][C:35]=1I)([C:29]([O:31][CH2:32][CH3:33])=[O:30])[C:24]([O:26][CH2:27][CH3:28])=[O:25])(=O)C, predict the reaction product. The product is: [CH3:40][C:37]1[CH:38]=[C:39]2[C:34](=[CH:35][CH:36]=1)[C:23]([C:29]([O:31][CH2:32][CH3:33])=[O:30])([C:24]([O:26][CH2:27][CH3:28])=[O:25])[CH2:22][CH:21]2[CH:20]=[CH2:19]. (3) Given the reactants [C:16]1([CH3:21])[CH:17]=[CH:18][CH:19]=[CH:20][C:15]=1P([C:15]1[CH:20]=[CH:19][CH:18]=[CH:17][C:16]=1[CH3:21])[C:15]1[CH:20]=[CH:19][CH:18]=[CH:17][C:16]=1[CH3:21].BrC1[C:25]2[C:30]([C:31]([C:38]3[C:43]4=[CH:44][CH:45]=[C:46]5[C:55]([CH:54]=[C:53]6[C:48]([CH:49]=[CH:50][CH:51]=[CH:52]6)=C5Br)=[C:42]4[CH:41]=[CH:40][CH:39]=3)=[C:32]3[C:37]=1[CH:36]=[CH:35][CH:34]=[CH:33]3)=[CH:29][CH:28]=[CH:27][CH:26]=2.[C:57](O)(=O)[C:58]1[CH:63]=[CH:62][CH:61]=[CH:60][CH:59]=1.P([O-])([O-])([O-])=O.[K+].[K+].[K+], predict the reaction product. The product is: [C:58]1([C:57]2[C:33]3[C:32]([C:31]([C:38]4[C:43]5=[CH:44][CH:45]=[C:46]6[C:55]([CH:54]=[C:53]7[C:48]([CH:49]=[CH:50][CH:51]=[CH:52]7)=[C:21]6[C:16]6[CH:15]=[CH:20][CH:19]=[CH:18][CH:17]=6)=[C:42]5[CH:41]=[CH:40][CH:39]=4)=[C:30]4[C:25]=2[CH:26]=[CH:27][CH:28]=[CH:29]4)=[CH:37][CH:36]=[CH:35][CH:34]=3)[CH:63]=[CH:62][CH:61]=[CH:60][CH:59]=1. (4) Given the reactants [CH3:1][S:2][C:3]1[N:8]=[C:7]([NH:9][C:10]2([C:13]3[CH:18]=[CH:17][CH:16]=[CH:15][CH:14]=3)[CH2:12][CH2:11]2)[C:6]([C:19]([OH:21])=O)=[CH:5][N:4]=1.C1C=CC2N(O)N=[N:28]C=2C=1.C(Cl)CCl.[OH-].[NH4+], predict the reaction product. The product is: [CH3:1][S:2][C:3]1[N:8]=[C:7]([NH:9][C:10]2([C:13]3[CH:18]=[CH:17][CH:16]=[CH:15][CH:14]=3)[CH2:12][CH2:11]2)[C:6]([C:19]([NH2:28])=[O:21])=[CH:5][N:4]=1. (5) Given the reactants [I:1][C:2]1[CH:7]=[CH:6][C:5]([CH2:8][CH2:9][C:10]([OH:12])=[O:11])=[CH:4][CH:3]=1.CO.[N+](=[CH:17][Si](C)(C)C)=[N-], predict the reaction product. The product is: [I:1][C:2]1[CH:3]=[CH:4][C:5]([CH2:8][CH2:9][C:10]([O:12][CH3:17])=[O:11])=[CH:6][CH:7]=1. (6) Given the reactants [CH2:1]([C:8]1[C:17]2[C:12](=[CH:13][CH:14]=[CH:15][CH:16]=2)[C:11](Cl)=[N:10][N:9]=1)[C:2]1[CH:7]=[CH:6][CH:5]=[CH:4][CH:3]=1.[N+:19]([C:22]1[CH:27]=[CH:26][C:25]([CH:28]2[CH2:33][CH2:32][NH:31][CH2:30][CH2:29]2)=[CH:24][CH:23]=1)([O-:21])=[O:20].O, predict the reaction product. The product is: [CH2:1]([C:8]1[C:17]2[C:12](=[CH:13][CH:14]=[CH:15][CH:16]=2)[C:11]([N:31]2[CH2:30][CH2:29][CH:28]([C:25]3[CH:26]=[CH:27][C:22]([N+:19]([O-:21])=[O:20])=[CH:23][CH:24]=3)[CH2:33][CH2:32]2)=[N:10][N:9]=1)[C:2]1[CH:7]=[CH:6][CH:5]=[CH:4][CH:3]=1. (7) Given the reactants [O:1]([CH2:8][CH2:9][NH:10][C:11]1[O:12][CH2:13][C:14]2[CH:20]=[C:19]([NH2:21])[CH:18]=[CH:17][C:15]=2[N:16]=1)[C:2]1[CH:7]=[CH:6][CH:5]=[CH:4][CH:3]=1.[Cl:22][CH2:23][C:24](Cl)=[O:25], predict the reaction product. The product is: [Cl:22][CH2:23][C:24]([NH:21][C:19]1[CH:18]=[CH:17][C:15]2[N:16]=[C:11]([NH:10][CH2:9][CH2:8][O:1][C:2]3[CH:7]=[CH:6][CH:5]=[CH:4][CH:3]=3)[O:12][CH2:13][C:14]=2[CH:20]=1)=[O:25]. (8) Given the reactants [CH2:1]([O:8][C:9]([NH:11][CH:12]1[C:18](=[O:19])[NH:17][C:16]2[CH:20]=[CH:21][C:22]([N:24]3[CH2:28][CH:27]([CH2:29][O:30]C(=O)CCC)[O:26][C:25]3=[O:36])=[CH:23][C:15]=2[CH2:14][CH2:13]1)=[O:10])[C:2]1[CH:7]=[CH:6][CH:5]=[CH:4][CH:3]=1.C([O-])([O-])=O.[K+].[K+], predict the reaction product. The product is: [CH2:1]([O:8][C:9](=[O:10])[NH:11][C@H:12]1[C:18](=[O:19])[NH:17][C:16]2[CH:20]=[CH:21][C:22]([N:24]3[CH2:28][CH:27]([CH2:29][OH:30])[O:26][C:25]3=[O:36])=[CH:23][C:15]=2[CH2:14][CH2:13]1)[C:2]1[CH:3]=[CH:4][CH:5]=[CH:6][CH:7]=1. (9) Given the reactants [NH2:1][C:2]1[C:3]2[C:10]([C:11]3[CH:16]=[CH:15][C:14]([O:17][C:18]4[CH:23]=[CH:22][CH:21]=[CH:20][CH:19]=4)=[CH:13][CH:12]=3)=[CH:9][N:8]([C:24]3[CH:25]=[C:26]([CH2:30][OH:31])[CH:27]=[CH:28][CH:29]=3)[C:4]=2[N:5]=[CH:6][N:7]=1.C(N(CC)CC)C.N1C=CC=CC=1.S(=O)(=O)=O.Cl, predict the reaction product. The product is: [NH2:1][C:2]1[C:3]2[C:10]([C:11]3[CH:16]=[CH:15][C:14]([O:17][C:18]4[CH:23]=[CH:22][CH:21]=[CH:20][CH:19]=4)=[CH:13][CH:12]=3)=[CH:9][N:8]([C:24]3[CH:25]=[C:26]([CH:27]=[CH:28][CH:29]=3)[CH:30]=[O:31])[C:4]=2[N:5]=[CH:6][N:7]=1.